The task is: Predict the product of the given reaction.. This data is from Forward reaction prediction with 1.9M reactions from USPTO patents (1976-2016). The product is: [Cl:20][C:2]1[N:7]=[CH:6][C:5]([C:8]2[CH:17]=[CH:16][C:11]([C:12]([O:14][CH3:15])=[O:13])=[CH:10][CH:9]=2)=[CH:4][CH:3]=1. Given the reactants O[C:2]1[N:7]=[CH:6][C:5]([C:8]2[CH:17]=[CH:16][C:11]([C:12]([O:14][CH3:15])=[O:13])=[CH:10][CH:9]=2)=[CH:4][CH:3]=1.O=P(Cl)(Cl)[Cl:20], predict the reaction product.